From a dataset of Reaction yield outcomes from USPTO patents with 853,638 reactions. Predict the reaction yield, written as a fraction of the theoretical maximum amount of product (1.0 means a 100% yield; for example, 0.34 means a 34% yield). The reactants are Br[C:2]1[CH:7]=[CH:6][CH:5]=[CH:4][N:3]=1.[NH:8]1[C:16]2[C:11](=[CH:12][CH:13]=[CH:14][CH:15]=2)[CH:10]=[CH:9]1.C(P(C(C)(C)C)C1C=CC=CC=1C1C=CC=CC=1)(C)(C)C.CC(C)([O-])C.[Na+]. The catalyst is C1(C)C=CC=CC=1.CCOCC. The product is [N:3]1[CH:4]=[CH:5][CH:6]=[C:7]([N:8]2[C:16]3[C:11](=[CH:12][CH:13]=[CH:14][CH:15]=3)[CH:10]=[CH:9]2)[CH:2]=1. The yield is 0.150.